From a dataset of Peptide-MHC class I binding affinity with 185,985 pairs from IEDB/IMGT. Regression. Given a peptide amino acid sequence and an MHC pseudo amino acid sequence, predict their binding affinity value. This is MHC class I binding data. (1) The peptide sequence is MDSNTVSSF. The MHC is HLA-B40:02 with pseudo-sequence HLA-B40:02. The binding affinity (normalized) is 0.305. (2) The peptide sequence is ALFMHFRGGCI. The binding affinity (normalized) is 0.207. The MHC is Mamu-B03 with pseudo-sequence Mamu-B03. (3) The peptide sequence is ISSRVDRYSK. The MHC is HLA-A33:01 with pseudo-sequence HLA-A33:01. The binding affinity (normalized) is 0. (4) The MHC is HLA-A02:06 with pseudo-sequence HLA-A02:06. The peptide sequence is FTILALFLA. The binding affinity (normalized) is 1.00. (5) The peptide sequence is YQLAVTITA. The MHC is HLA-A02:01 with pseudo-sequence HLA-A02:01. The binding affinity (normalized) is 0.542. (6) The peptide sequence is ESRPFDLIKK. The MHC is HLA-A11:01 with pseudo-sequence HLA-A11:01. The binding affinity (normalized) is 0.602. (7) The peptide sequence is REVEEIIKY. The MHC is HLA-B18:01 with pseudo-sequence HLA-B18:01. The binding affinity (normalized) is 0.700.